The task is: Predict the reaction yield, written as a fraction of the theoretical maximum amount of product (1.0 means a 100% yield; for example, 0.34 means a 34% yield).. This data is from Reaction yield outcomes from USPTO patents with 853,638 reactions. The reactants are [CH3:1][O:2][C:3]1[CH:8]=[CH:7][N:6]=[C:5]([NH2:9])[N:4]=1.[N+:10]([C:12]1[CH:21]=[CH:20][C:15]2[O:16][CH2:17][CH2:18][O:19][C:14]=2[CH:13]=1)#[C-:11].[F:22][C:23]1[CH:30]=[C:29]([O:31][CH2:32][CH2:33][F:34])[CH:28]=[C:27]([F:35])[C:24]=1[CH:25]=O.[Cl-].[In+3].[Cl-].[Cl-]. The catalyst is C1(C)C=CC=CC=1. The product is [F:22][C:23]1[CH:30]=[C:29]([O:31][CH2:32][CH2:33][F:34])[CH:28]=[C:27]([F:35])[C:24]=1[C:25]1[N:9]=[C:5]2[N:6]=[CH:7][CH:8]=[C:3]([O:2][CH3:1])[N:4]2[C:11]=1[NH:10][C:12]1[CH:21]=[CH:20][C:15]2[O:16][CH2:17][CH2:18][O:19][C:14]=2[CH:13]=1. The yield is 0.140.